From a dataset of Forward reaction prediction with 1.9M reactions from USPTO patents (1976-2016). Predict the product of the given reaction. (1) Given the reactants [NH2:1][C@H:2]1[CH2:7][CH2:6][N:5]([C:8]2[CH:9]=[C:10]([C:15]([O:17][CH3:18])=[O:16])[C:11]([CH3:14])=[N:12][CH:13]=2)[CH2:4][C@H:3]1[O:19][CH3:20].[Cl:21][C:22]1[N:23]=[C:24]([C:29](O)=[O:30])[NH:25][C:26]=1[CH2:27][CH3:28].CCN=C=NCCCN(C)C.Cl.C1C=CC2N(O)N=NC=2C=1, predict the reaction product. The product is: [Cl:21][C:22]1[N:23]=[C:24]([C:29]([NH:1][C@H:2]2[CH2:7][CH2:6][N:5]([C:8]3[CH:9]=[C:10]([C:15]([O:17][CH3:18])=[O:16])[C:11]([CH3:14])=[N:12][CH:13]=3)[CH2:4][C@H:3]2[O:19][CH3:20])=[O:30])[NH:25][C:26]=1[CH2:27][CH3:28]. (2) Given the reactants [C:1]([O:5][C:6](=[O:22])[NH:7][C:8]1[CH:13]=[C:12](Cl)[C:11]([C:15]([F:18])([F:17])[F:16])=[CH:10][C:9]=1[N+:19]([O-:21])=[O:20])([CH3:4])([CH3:3])[CH3:2].[CH2:23]([NH2:27])[CH:24]([CH3:26])[CH3:25], predict the reaction product. The product is: [C:1]([O:5][C:6](=[O:22])[NH:7][C:8]1[CH:13]=[C:12]([NH:27][CH2:23][CH:24]([CH3:26])[CH3:25])[C:11]([C:15]([F:18])([F:17])[F:16])=[CH:10][C:9]=1[N+:19]([O-:21])=[O:20])([CH3:4])([CH3:3])[CH3:2].